Dataset: Forward reaction prediction with 1.9M reactions from USPTO patents (1976-2016). Task: Predict the product of the given reaction. The product is: [Cl:16][C:13]1[CH:14]=[CH:15][C:10]([CH2:9][NH:8][C:5]2[N:6]=[CH:7][C:2]([CH:29]=[O:30])=[CH:3][CH:4]=2)=[CH:11][CH:12]=1. Given the reactants Br[C:2]1[CH:3]=[CH:4][C:5]([NH:8][CH2:9][C:10]2[CH:15]=[CH:14][C:13]([Cl:16])=[CH:12][CH:11]=2)=[N:6][CH:7]=1.C([Li])CCC.C([Li])(C)(C)C.CN(C)[CH:29]=[O:30], predict the reaction product.